This data is from Forward reaction prediction with 1.9M reactions from USPTO patents (1976-2016). The task is: Predict the product of the given reaction. (1) Given the reactants [C:1]([O:5][C:6](=[O:17])[CH:7]([C:10]1[CH:15]=[CH:14][C:13](Br)=[CH:12][N:11]=1)[C:8]#[N:9])([CH3:4])([CH3:3])[CH3:2].[CH2:18]([Zn]CC)[CH3:19].[Cl-].[NH4+].CCOC(C)=O, predict the reaction product. The product is: [C:1]([O:5][C:6](=[O:17])[CH:7]([C:8]#[N:9])[C:10]1[CH:15]=[CH:14][C:13]([CH2:18][CH3:19])=[CH:12][N:11]=1)([CH3:4])([CH3:3])[CH3:2]. (2) Given the reactants [Br:1][C:2]1[CH:9]=[C:8]([C:10]#[N:11])[CH:7]=[CH:6][C:3]=1[CH2:4]Br.C([O-])([O-])=O.[K+].[K+].[CH2:18]([O:20][C:21]([CH:23]1[C:28](=[O:29])[CH2:27][CH2:26][N:25]([CH2:30][C:31]2[CH:36]=[CH:35][CH:34]=[CH:33][CH:32]=2)[CH2:24]1)=[O:22])[CH3:19], predict the reaction product. The product is: [CH2:18]([O:20][C:21]([C:23]1([CH2:4][C:3]2[CH:6]=[CH:7][C:8]([C:10]#[N:11])=[CH:9][C:2]=2[Br:1])[C:28](=[O:29])[CH2:27][CH2:26][N:25]([CH2:30][C:31]2[CH:32]=[CH:33][CH:34]=[CH:35][CH:36]=2)[CH2:24]1)=[O:22])[CH3:19]. (3) Given the reactants [F:1][C:2]1[CH:16]=[CH:15][C:5]([CH2:6][C:7]2[N:12]=[C:11]([C:13]#N)[CH:10]=[CH:9][CH:8]=2)=[CH:4][CH:3]=1.[OH-:17].[Na+].[OH2:19], predict the reaction product. The product is: [F:1][C:2]1[CH:16]=[CH:15][C:5]([CH2:6][C:7]2[N:12]=[C:11]([C:13]([OH:19])=[O:17])[CH:10]=[CH:9][CH:8]=2)=[CH:4][CH:3]=1. (4) The product is: [CH:3]([C:6]1[C:15]([CH3:16])=[C:14]([O:17][C:34]([CH:36]2[CH2:38][CH2:37]2)=[O:33])[C:13]2[C:8](=[CH:9][C:10]([F:19])=[C:11]([F:18])[CH:12]=2)[N:7]=1)([CH3:5])[CH3:4]. Given the reactants [H-].[Na+].[CH:3]([C:6]1[C:15]([CH3:16])=[C:14]([OH:17])[C:13]2[C:8](=[CH:9][C:10]([F:19])=[C:11]([F:18])[CH:12]=2)[N:7]=1)([CH3:5])[CH3:4].C(C1C(C)=C([O:33][C:34]([CH:36]2[CH2:38][CH2:37]2)=O)C2C(=CC(F)=C(F)C=2)N=1)C.C(C1C(C)=C(OC(C2CC2)=O)C2C(=CC=C(F)C=2F)N=1)C, predict the reaction product. (5) Given the reactants Cl[C:2]1[C:3]2[C:12]([C:13]#[N:14])=[CH:11][N:10](COCC[Si](C)(C)C)[C:4]=2[N:5]=[C:6]([S:8][CH3:9])[N:7]=1.[O:23]1[C:28]2[CH:29]=[CH:30][C:31](B(O)O)=[CH:32][C:27]=2[O:26][CH2:25][CH2:24]1.CCCC[N+](CCCC)(CCCC)CCCC.[F-].C(N)CN, predict the reaction product. The product is: [O:23]1[C:28]2[CH:29]=[CH:30][C:31]([C:2]3[C:3]4[C:12]([C:13]#[N:14])=[CH:11][NH:10][C:4]=4[N:5]=[C:6]([S:8][CH3:9])[N:7]=3)=[CH:32][C:27]=2[O:26][CH2:25][CH2:24]1.